Dataset: Full USPTO retrosynthesis dataset with 1.9M reactions from patents (1976-2016). Task: Predict the reactants needed to synthesize the given product. (1) Given the product [Cl:13][CH2:12][C@@H:11]([CH3:14])[CH2:10][O:8][C:3]1[CH:4]=[CH:5][CH:6]=[CH:7][C:2]=1[F:1], predict the reactants needed to synthesize it. The reactants are: [F:1][C:2]1[CH:7]=[CH:6][CH:5]=[CH:4][C:3]=1[OH:8].Br[CH2:10][C@H:11]([CH3:14])[CH2:12][Cl:13]. (2) Given the product [CH3:1][O:2][C:3]1[CH:4]=[CH:5][C:6]([C:9]2[N:10]=[C:11]([C:19]3[CH:20]=[CH:21][N:22]=[CH:23][CH:24]=3)[NH:12][C:13]=2[C:14]([OH:16])=[O:15])=[CH:7][CH:8]=1, predict the reactants needed to synthesize it. The reactants are: [CH3:1][O:2][C:3]1[CH:8]=[CH:7][C:6]([C:9]2[N:10]=[C:11]([C:19]3[CH:24]=[CH:23][N:22]=[CH:21][CH:20]=3)[NH:12][C:13]=2[C:14]([O:16]CC)=[O:15])=[CH:5][CH:4]=1.N1C=CC(C=O)=CC=1.[OH-].[K+].Cl.